From a dataset of CYP3A4 inhibition data for predicting drug metabolism from PubChem BioAssay. Regression/Classification. Given a drug SMILES string, predict its absorption, distribution, metabolism, or excretion properties. Task type varies by dataset: regression for continuous measurements (e.g., permeability, clearance, half-life) or binary classification for categorical outcomes (e.g., BBB penetration, CYP inhibition). Dataset: cyp3a4_veith. (1) The molecule is COc1ncc2nc(-c3cn(C)c4ccccc34)c(=O)n(CCc3ccccc3)c2n1. The result is 1 (inhibitor). (2) The compound is CS(=O)(=O)N1CC(C(=O)NC2CCCC2)Oc2ccc(Cl)cc21. The result is 1 (inhibitor). (3) The result is 1 (inhibitor). The compound is Cc1ccc(OCC(=O)N/N=C\c2c(C)n(C)c3ccccc23)c([N+](=O)[O-])c1.